This data is from Full USPTO retrosynthesis dataset with 1.9M reactions from patents (1976-2016). The task is: Predict the reactants needed to synthesize the given product. (1) The reactants are: [CH3:1][O:2][C:3]([C:5]1[C:6]([OH:30])=[C:7]2[C:12](=[C:13](Br)[N:14]=1)[N:11]([CH2:16][C:17]1[CH:22]=[CH:21][CH:20]=[CH:19][CH:18]=1)[C:10](=[O:23])[C:9]([C:24]1[CH:29]=[CH:28][CH:27]=[CH:26][CH:25]=1)=[CH:8]2)=[O:4].[CH3:31][C:32]1[C:37]([Sn](CCCC)(CCCC)CCCC)=[CH:36][CH:35]=[CH:34][N:33]=1.CCOC(C)=O.Cl. Given the product [CH3:1][O:2][C:3]([C:5]1[C:6]([OH:30])=[C:7]2[C:12](=[C:13]([C:37]3[C:32]([CH3:31])=[N:33][CH:34]=[CH:35][CH:36]=3)[N:14]=1)[N:11]([CH2:16][C:17]1[CH:22]=[CH:21][CH:20]=[CH:19][CH:18]=1)[C:10](=[O:23])[C:9]([C:24]1[CH:29]=[CH:28][CH:27]=[CH:26][CH:25]=1)=[CH:8]2)=[O:4], predict the reactants needed to synthesize it. (2) The reactants are: [C:1]([C:5]1[N:6]=[C:7]([N:16]2[CH2:20][CH2:19][C:18]([F:22])([F:21])[CH2:17]2)[C:8]2[N:13]=[N:12][N:11]([CH2:14][CH3:15])[C:9]=2[N:10]=1)([CH3:4])([CH3:3])[CH3:2].C(C1N=C(N2CCC(F)(F)C2)C2N=NNC=2N=1)(C)(C)C.BrCC1[C:50]([Cl:51])=[C:49]([Cl:52])[CH:48]=[CH:47][C:46]=1[Cl:53]. Given the product [C:1]([C:5]1[N:6]=[C:7]([N:16]2[CH2:20][CH2:19][C:18]([F:21])([F:22])[CH2:17]2)[C:8]2[N:13]=[N:12][N:11]([CH2:14][C:15]3[C:46]([Cl:53])=[CH:47][CH:48]=[C:49]([Cl:52])[C:50]=3[Cl:51])[C:9]=2[N:10]=1)([CH3:2])([CH3:3])[CH3:4], predict the reactants needed to synthesize it. (3) Given the product [CH3:16][C:12]1[Se:11][C:10]([C:7]2[CH:8]=[CH:9][C:4]([CH2:1][CH2:2][CH3:3])=[CH:5][CH:6]=2)=[CH:14][CH:13]=1, predict the reactants needed to synthesize it. The reactants are: [CH2:1]([C:4]1[CH:9]=[CH:8][C:7]([C:10]2[Se:11][CH:12]=[CH:13][CH:14]=2)=[CH:6][CH:5]=1)[CH2:2][CH3:3].[Li][CH2:16]CCC.CI.[Cl-].[NH4+].N. (4) Given the product [CH3:1][CH:2]([CH2:13][CH3:14])[CH:3]([C:7]1[CH:12]=[CH:11][CH:10]=[CH:9][CH:8]=1)[C:4]([Cl:23])=[O:5], predict the reactants needed to synthesize it. The reactants are: [CH3:1][CH:2]([CH2:13][CH3:14])[CH:3]([C:7]1[CH:12]=[CH:11][CH:10]=[CH:9][CH:8]=1)[C:4](O)=[O:5].CN(C)C=O.C(Cl)(=O)C([Cl:23])=O.